This data is from Full USPTO retrosynthesis dataset with 1.9M reactions from patents (1976-2016). The task is: Predict the reactants needed to synthesize the given product. (1) Given the product [C:24]([C:21]1[CH:22]=[CH:23][C:18]([S:15]([NH:14][C:4]2[C:3]([O:28][C:29]3[CH:34]=[CH:33][CH:32]=[CH:31][C:30]=3[O:35][CH3:36])=[C:2]([O:40][CH2:39][CH2:38][OH:46])[N:7]=[C:6]([C:8]3[N:13]=[CH:12][CH:11]=[CH:10][N:9]=3)[N:5]=2)(=[O:17])=[O:16])=[CH:19][CH:20]=1)([CH3:27])([CH3:26])[CH3:25], predict the reactants needed to synthesize it. The reactants are: Cl[C:2]1[N:7]=[C:6]([C:8]2[N:13]=[CH:12][CH:11]=[CH:10][N:9]=2)[N:5]=[C:4]([NH:14][S:15]([C:18]2[CH:23]=[CH:22][C:21]([C:24]([CH3:27])([CH3:26])[CH3:25])=[CH:20][CH:19]=2)(=[O:17])=[O:16])[C:3]=1[O:28][C:29]1[CH:34]=[CH:33][CH:32]=[CH:31][C:30]=1[O:35][CH3:36].[Na].[C:38](O)(=[O:46])[CH:39]([CH:39]([C:38](O)=[O:46])[OH:40])[OH:40]. (2) Given the product [C:40]1([CH2:39][CH2:38][C:37]([N:15]([C:12]2[CH:11]=[CH:10][C:9]([O:8][CH2:7][CH2:6][N:1]3[CH2:2][CH2:3][CH2:4][CH2:5]3)=[CH:14][CH:13]=2)[CH2:16][C:17]2[CH:22]=[CH:21][C:20]([O:23][CH:24]3[CH2:29][CH2:28][CH2:27][CH2:26][O:25]3)=[CH:19][CH:18]=2)=[O:46])[CH:45]=[CH:44][CH:43]=[CH:42][CH:41]=1, predict the reactants needed to synthesize it. The reactants are: [N:1]1([CH2:6][CH2:7][O:8][C:9]2[CH:14]=[CH:13][C:12]([NH:15][CH2:16][C:17]3[CH:22]=[CH:21][C:20]([O:23][CH:24]4[CH2:29][CH2:28][CH2:27][CH2:26][O:25]4)=[CH:19][CH:18]=3)=[CH:11][CH:10]=2)[CH2:5][CH2:4][CH2:3][CH2:2]1.C(N(CC)CC)C.[C:37](Cl)(=[O:46])[CH2:38][CH2:39][C:40]1[CH:45]=[CH:44][CH:43]=[CH:42][CH:41]=1.C(=O)(O)[O-].[Na+]. (3) Given the product [N:23]1([C:29]2[CH:33]=[C:34]([NH:37][C:19]([C:16]3[O:17][C:18]4[C:13]([C:14](=[O:22])[CH:15]=3)=[CH:12][CH:11]=[CH:10][C:9]=4[N:6]3[CH2:7][CH2:8][N:3]([CH3:2])[CH2:4][CH2:5]3)=[O:20])[CH:35]=[CH:36][CH:31]=2)[CH2:24][CH2:25][O:26][CH2:27][CH2:28]1, predict the reactants needed to synthesize it. The reactants are: Cl.[CH3:2][N:3]1[CH2:8][CH2:7][N:6]([C:9]2[CH:10]=[CH:11][CH:12]=[C:13]3[C:18]=2[O:17][C:16]([C:19](O)=[O:20])=[CH:15][C:14]3=[O:22])[CH2:5][CH2:4]1.[N:23]1([C:29]([C:31]2[CH:36]=[CH:35][C:34]([NH:37]C(C3OC4C(C(=O)C=3)=CC=CC=4N3CCN(C)CC3)=O)=[CH:33]C=2)=O)[CH2:28][CH2:27][O:26][CH2:25][CH2:24]1. (4) Given the product [C:1]([O:5][C:6](=[O:26])[NH:7][CH:8]([C:18]1[CH:23]=[CH:22][C:21]([Cl:24])=[C:20]([Cl:25])[CH:19]=1)[C:9]([C:11]1[CH:16]=[CH:15][C:14]([C:33]2[CH:32]=[C:31]([O:34][CH:35]([CH3:36])[CH3:37])[CH:30]=[CH:29][C:28]=2[F:27])=[CH:13][CH:12]=1)=[O:10])([CH3:4])([CH3:3])[CH3:2], predict the reactants needed to synthesize it. The reactants are: [C:1]([O:5][C:6](=[O:26])[NH:7][CH:8]([C:18]1[CH:23]=[CH:22][C:21]([Cl:24])=[C:20]([Cl:25])[CH:19]=1)[C:9]([C:11]1[CH:16]=[CH:15][C:14](I)=[CH:13][CH:12]=1)=[O:10])([CH3:4])([CH3:3])[CH3:2].[F:27][C:28]1[CH:33]=[CH:32][C:31]([O:34][CH:35]([CH3:37])[CH3:36])=[CH:30][C:29]=1B(O)O. (5) The reactants are: [N+:1]([C:4]1[CH:5]=[N:6][CH:7]=[CH:8][C:9]=1[N:10]1[CH2:15][CH2:14][CH2:13][C@H:12]([NH:16][C:17](=[O:23])[O:18][C:19]([CH3:22])([CH3:21])[CH3:20])[CH2:11]1)([O-])=O.CC(O)=O.O. Given the product [NH2:1][C:4]1[CH:5]=[N:6][CH:7]=[CH:8][C:9]=1[N:10]1[CH2:15][CH2:14][CH2:13][C@H:12]([NH:16][C:17](=[O:23])[O:18][C:19]([CH3:21])([CH3:20])[CH3:22])[CH2:11]1, predict the reactants needed to synthesize it.